Dataset: NCI-60 drug combinations with 297,098 pairs across 59 cell lines. Task: Regression. Given two drug SMILES strings and cell line genomic features, predict the synergy score measuring deviation from expected non-interaction effect. (1) Drug 1: C1CN1C2=NC(=NC(=N2)N3CC3)N4CC4. Drug 2: C1=NNC2=C1C(=O)NC=N2. Cell line: IGROV1. Synergy scores: CSS=20.2, Synergy_ZIP=-2.23, Synergy_Bliss=-0.704, Synergy_Loewe=-11.8, Synergy_HSA=-0.609. (2) Drug 1: CC(CN1CC(=O)NC(=O)C1)N2CC(=O)NC(=O)C2. Drug 2: CC1C(C(CC(O1)OC2CC(CC3=C2C(=C4C(=C3O)C(=O)C5=C(C4=O)C(=CC=C5)OC)O)(C(=O)C)O)N)O.Cl. Cell line: HOP-92. Synergy scores: CSS=31.2, Synergy_ZIP=-7.04, Synergy_Bliss=2.93, Synergy_Loewe=0.372, Synergy_HSA=5.77. (3) Drug 1: C1=CC(=CC=C1CCCC(=O)O)N(CCCl)CCCl. Drug 2: CC1C(C(CC(O1)OC2CC(CC3=C2C(=C4C(=C3O)C(=O)C5=CC=CC=C5C4=O)O)(C(=O)C)O)N)O. Cell line: SNB-75. Synergy scores: CSS=46.7, Synergy_ZIP=3.77, Synergy_Bliss=5.49, Synergy_Loewe=-40.0, Synergy_HSA=6.36. (4) Drug 1: CC1CCC2CC(C(=CC=CC=CC(CC(C(=O)C(C(C(=CC(C(=O)CC(OC(=O)C3CCCCN3C(=O)C(=O)C1(O2)O)C(C)CC4CCC(C(C4)OC)O)C)C)O)OC)C)C)C)OC. Drug 2: CCN(CC)CCCC(C)NC1=C2C=C(C=CC2=NC3=C1C=CC(=C3)Cl)OC. Cell line: HL-60(TB). Synergy scores: CSS=26.6, Synergy_ZIP=-0.988, Synergy_Bliss=2.06, Synergy_Loewe=5.83, Synergy_HSA=6.66. (5) Drug 1: CCCCCOC(=O)NC1=NC(=O)N(C=C1F)C2C(C(C(O2)C)O)O. Drug 2: CS(=O)(=O)CCNCC1=CC=C(O1)C2=CC3=C(C=C2)N=CN=C3NC4=CC(=C(C=C4)OCC5=CC(=CC=C5)F)Cl. Cell line: OVCAR-5. Synergy scores: CSS=4.63, Synergy_ZIP=-2.79, Synergy_Bliss=-2.46, Synergy_Loewe=-6.88, Synergy_HSA=-2.00. (6) Drug 1: CC1=C(C=C(C=C1)NC2=NC=CC(=N2)N(C)C3=CC4=NN(C(=C4C=C3)C)C)S(=O)(=O)N.Cl. Drug 2: COC1=NC(=NC2=C1N=CN2C3C(C(C(O3)CO)O)O)N. Cell line: ACHN. Synergy scores: CSS=1.92, Synergy_ZIP=-3.82, Synergy_Bliss=-6.23, Synergy_Loewe=-11.7, Synergy_HSA=-4.68.